Task: Predict which catalyst facilitates the given reaction.. Dataset: Catalyst prediction with 721,799 reactions and 888 catalyst types from USPTO (1) Reactant: [Cl:1][C:2]1[CH:7]=[CH:6][C:5]([O:8][CH2:9][C@H:10]2[CH2:12][O:11]2)=[CH:4][C:3]=1[C:13]1[N:18]=[C:17]([NH:19][CH:20]2[CH2:25][CH2:24][N:23]([CH3:26])[CH2:22][C:21]2([F:28])[F:27])[C:16]([CH3:29])=[C:15]([C:30]2[C:31]([CH3:36])=[N:32][O:33][C:34]=2[CH3:35])[N:14]=1.[CH3:37][NH2:38]. Product: [Cl:1][C:2]1[CH:7]=[CH:6][C:5]([O:8][CH2:9][C@H:10]([OH:11])[CH2:12][NH:38][CH3:37])=[CH:4][C:3]=1[C:13]1[N:18]=[C:17]([NH:19][CH:20]2[CH2:25][CH2:24][N:23]([CH3:26])[CH2:22][C:21]2([F:28])[F:27])[C:16]([CH3:29])=[C:15]([C:30]2[C:31]([CH3:36])=[N:32][O:33][C:34]=2[CH3:35])[N:14]=1. The catalyst class is: 5. (2) The catalyst class is: 3. Reactant: [C:1]([O:5][C:6]([NH:8][C@H:9]([C:22]([O:24][CH3:25])=[O:23])[CH2:10][C:11]1[C:19]([CH3:20])=[CH:18][C:14]([C:15](O)=[O:16])=[CH:13][C:12]=1[CH3:21])=[O:7])([CH3:4])([CH3:3])[CH3:2].C1C[N:29]([P+](ON2N=NC3C=CC=CC2=3)(N2CCCC2)N2CCCC2)CC1.F[P-](F)(F)(F)(F)F.C1C=CC2N(O)N=NC=2C=1.CCN(C(C)C)C(C)C.[NH4+].[Cl-]. Product: [CH3:25][O:24][C:22](=[O:23])[C@@H:9]([NH:8][C:6]([O:5][C:1]([CH3:4])([CH3:3])[CH3:2])=[O:7])[CH2:10][C:11]1[C:19]([CH3:20])=[CH:18][C:14]([C:15](=[O:16])[NH2:29])=[CH:13][C:12]=1[CH3:21]. (3) Reactant: [C:1]([O:5][C:6]([N:8]1[CH2:12][CH2:11][CH2:10][C@@H:9]1[CH2:13][O:14][C:15]1[CH:20]=[CH:19][C:18]([OH:21])=[CH:17][CH:16]=1)=[O:7])([CH3:4])([CH3:3])[CH3:2].Br[C:23]1[CH:28]=[CH:27][C:26]([C:29]2([C:32]#[N:33])[CH2:31][CH2:30]2)=[CH:25][CH:24]=1.C(=O)([O-])[O-].[Cs+].[Cs+].CN(C)CC(O)=O.Cl. The catalyst class is: 185. Product: [C:1]([O:5][C:6]([N:8]1[CH2:12][CH2:11][CH2:10][C@@H:9]1[CH2:13][O:14][C:15]1[CH:20]=[CH:19][C:18]([O:21][C:23]2[CH:28]=[CH:27][C:26]([C:29]3([C:32]#[N:33])[CH2:30][CH2:31]3)=[CH:25][CH:24]=2)=[CH:17][CH:16]=1)=[O:7])([CH3:4])([CH3:2])[CH3:3]. (4) Reactant: [H-].C([Al+]CC(C)C)C(C)C.[F:11][C:12]1[CH:13]=[CH:14][C:15]([C:20]2[CH:29]=[CH:28][C:27]3[C:22](=[CH:23][CH:24]=[C:25]([S:30]([C:33]4[CH:38]=[CH:37][CH:36]=[CH:35][CH:34]=4)(=[O:32])=[O:31])[CH:26]=3)[CH:21]=2)=[C:16]([CH:19]=1)[C:17]#N.[BH4-].[Na+].[OH2:41]. Product: [F:11][C:12]1[CH:13]=[CH:14][C:15]([C:20]2[CH:29]=[CH:28][C:27]3[C:22](=[CH:23][CH:24]=[C:25]([S:30]([C:33]4[CH:38]=[CH:37][CH:36]=[CH:35][CH:34]=4)(=[O:32])=[O:31])[CH:26]=3)[CH:21]=2)=[C:16]([CH2:17][OH:41])[CH:19]=1. The catalyst class is: 98. (5) Reactant: [Br:1][C:2]1[CH:7]=[CH:6][CH:5]=[C:4]([O:8][CH2:9]OC)[CH:3]=1.Br[C:13]1C=C(O)C=C[CH:18]=1.[CH3:20][CH2:21][N:22](C(C)C)[CH:23](C)[CH3:24].C([Cl:32])OC. Product: [Cl-:32].[Br:1][C:2]1[CH:7]=[CH:6][CH:5]=[C:4]2[C:3]=1[CH2:13][CH2:18][C:9]1([O:8]2)[CH2:24][CH2:23][NH2+:22][CH2:21][CH2:20]1. The catalyst class is: 34.